Dataset: Reaction yield outcomes from USPTO patents with 853,638 reactions. Task: Predict the reaction yield, written as a fraction of the theoretical maximum amount of product (1.0 means a 100% yield; for example, 0.34 means a 34% yield). The reactants are C(=O)([O:2][C:3]1[CH:8]=[C:7]([I:9])[C:6]([F:10])=[CH:5][C:4]=1[CH3:11])[O:2][C:3]1[CH:8]=[C:7]([I:9])[C:6]([F:10])=[CH:5][C:4]=1[CH3:11].[OH-].[Na+]. The catalyst is CO.CCOC(C)=O. The product is [F:10][C:6]1[C:7]([I:9])=[CH:8][C:3]([OH:2])=[C:4]([CH3:11])[CH:5]=1. The yield is 0.840.